Dataset: Full USPTO retrosynthesis dataset with 1.9M reactions from patents (1976-2016). Task: Predict the reactants needed to synthesize the given product. Given the product [CH3:19][CH2:18][N:20]([C:15]([C:3]1[C:4](=[O:14])[N:5]([CH3:13])[C:6]2[CH:7]=[CH:8][CH:9]=[C:10]([Cl:12])[C:11]=2[C:2]=1[OH:1])=[O:17])[C:21]1[CH:22]=[CH:23][CH:24]=[CH:25][CH:26]=1, predict the reactants needed to synthesize it. The reactants are: [OH:1][C:2]1[C:11]2[C:6](=[CH:7][CH:8]=[CH:9][C:10]=2[Cl:12])[N:5]([CH3:13])[C:4](=[O:14])[C:3]=1[C:15]([OH:17])=O.[CH2:18]([NH:20][C:21]1[CH:26]=[CH:25][CH:24]=[CH:23][CH:22]=1)[CH3:19].ClP(Cl)(C1C=CC=CC=1)(C1C=CC=CC=1)C1C=CC=CC=1.